From a dataset of Forward reaction prediction with 1.9M reactions from USPTO patents (1976-2016). Predict the product of the given reaction. (1) The product is: [F:22][C:23]1[CH:24]=[CH:25][C:26]([C:29]2[C:30]([C:35]([N:3]3[CH2:4][C@H:5]4[C@H:1]([CH2:8][CH2:7][CH2:6]4)[C@H:2]3[CH2:9][NH:10][C:11]([C:13]3[N:20]4[C:16]([S:17][CH:18]=[CH:19]4)=[N:15][C:14]=3[CH3:21])=[O:12])=[O:36])=[CH:31][CH:32]=[CH:33][CH:34]=2)=[CH:27][CH:28]=1. Given the reactants [C@H:1]12[CH2:8][CH2:7][CH2:6][C@H:5]1[CH2:4][NH:3][C@@H:2]2[CH2:9][NH:10][C:11]([C:13]1[N:20]2[C:16]([S:17][CH:18]=[CH:19]2)=[N:15][C:14]=1[CH3:21])=[O:12].[F:22][C:23]1[CH:28]=[CH:27][C:26]([C:29]2[C:30]([C:35](O)=[O:36])=[CH:31][CH:32]=[CH:33][CH:34]=2)=[CH:25][CH:24]=1, predict the reaction product. (2) Given the reactants [CH2:1]([O:3][C:4](=[O:19])[C:5]1[CH:10]=[C:9]([Cl:11])[C:8]([N:12]2[CH2:17][CH2:16][NH:15][C@H:14]([CH3:18])[CH2:13]2)=[N:7][CH:6]=1)[CH3:2].[Cl:20][C:21]1[CH:26]=[C:25](Cl)[N:24]=[CH:23][N:22]=1.C(=O)([O-])[O-].[K+].[K+], predict the reaction product. The product is: [CH2:1]([O:3][C:4](=[O:19])[C:5]1[CH:10]=[C:9]([Cl:11])[C:8]([N:12]2[CH2:17][CH2:16][N:15]([C:25]3[CH:26]=[C:21]([Cl:20])[N:22]=[CH:23][N:24]=3)[C@H:14]([CH3:18])[CH2:13]2)=[N:7][CH:6]=1)[CH3:2].